This data is from Forward reaction prediction with 1.9M reactions from USPTO patents (1976-2016). The task is: Predict the product of the given reaction. Given the reactants C[C:2]1[CH:7]=[CH:6][CH:5]=[C:4]([CH3:8])[C:3]=1[OH:9].OO.[CH:12](O)(C)C, predict the reaction product. The product is: [CH3:8][C:4]1[CH:5]=[C:6]([CH3:12])[CH:7]=[CH:2][C:3]=1[OH:9].